From a dataset of Catalyst prediction with 721,799 reactions and 888 catalyst types from USPTO. Predict which catalyst facilitates the given reaction. (1) Reactant: O=C1C2C(=CC=CC=2)C(=O)[N:3]1[C:12]1[N:13]=[N:14][N:15]([CH2:17][CH2:18][CH2:19][CH2:20][N:21]2[CH:25]=[C:24]([C:26]([NH:28][CH2:29][C:30]3[CH:35]=[CH:34][CH:33]=[C:32]([O:36][C:37]([F:40])([F:39])[F:38])[CH:31]=3)=[O:27])[N:23]=[N:22]2)[CH:16]=1.O.NN. Product: [NH2:3][C:12]1[N:13]=[N:14][N:15]([CH2:17][CH2:18][CH2:19][CH2:20][N:21]2[CH:25]=[C:24]([C:26]([NH:28][CH2:29][C:30]3[CH:35]=[CH:34][CH:33]=[C:32]([O:36][C:37]([F:38])([F:40])[F:39])[CH:31]=3)=[O:27])[N:23]=[N:22]2)[CH:16]=1. The catalyst class is: 5. (2) Reactant: [CH:1]([Si:4]([CH:48]([CH3:50])[CH3:49])([CH:45]([CH3:47])[CH3:46])[O:5][C@H:6]1[C@H:11]([O:12][Si:13]([CH:20]([CH3:22])[CH3:21])([CH:17]([CH3:19])[CH3:18])[CH:14]([CH3:16])[CH3:15])[CH:10]=[C:9]([C:23]2[C:28]([N+:29]([O-:31])=[O:30])=[C:27]([Cl:32])[N:26]=[CH:25][N:24]=2)[O:8][C@@H:7]1[CH2:33][O:34][Si](C(C)C)(C(C)C)C(C)C)([CH3:3])[CH3:2].Cl.C(=O)(O)[O-].[Na+]. Product: [Cl:32][C:27]1[N:26]=[CH:25][N:24]=[C:23]([C:9]2[O:8][C@H:7]([CH2:33][OH:34])[C@@H:6]([O:5][Si:4]([CH:1]([CH3:3])[CH3:2])([CH:45]([CH3:46])[CH3:47])[CH:48]([CH3:49])[CH3:50])[C@H:11]([O:12][Si:13]([CH:14]([CH3:16])[CH3:15])([CH:17]([CH3:19])[CH3:18])[CH:20]([CH3:22])[CH3:21])[CH:10]=2)[C:28]=1[N+:29]([O-:31])=[O:30]. The catalyst class is: 1. (3) The catalyst class is: 32. Reactant: [CH2:1]([S:3]([OH:6])(=[O:5])=[O:4])[CH3:2].[CH:7]1[C:8]([CH2:16][C@@H:17]([NH2:34])[CH2:18][C:19]([N:21]2[CH2:33][C:25]3=[N:26][N:27]=[C:28]([C:29]([F:32])([F:31])[F:30])[N:24]3[CH2:23][CH2:22]2)=[O:20])=[C:9]([F:15])[CH:10]=[C:11]([F:14])[C:12]=1[F:13]. Product: [CH:7]1[C:8]([CH2:16][C@@H:17]([NH2:34])[CH2:18][C:19]([N:21]2[CH2:33][C:25]3=[N:26][N:27]=[C:28]([C:29]([F:32])([F:31])[F:30])[N:24]3[CH2:23][CH2:22]2)=[O:20])=[C:9]([F:15])[CH:10]=[C:11]([F:14])[C:12]=1[F:13].[S:3]([CH2:1][CH3:2])([O-:6])(=[O:5])=[O:4]. (4) Reactant: Cl[C:2]1[CH:7]=[C:6]([CH2:8][OH:9])[CH:5]=[C:4]([C:10]([F:13])([F:12])[F:11])[N:3]=1.CC1(C)OB([C:20]2[CH:21]=[N:22][C:23]([C:26]([F:29])([F:28])[F:27])=[N:24][CH:25]=2)OC1(C)C.C(=O)([O-])[O-].[K+].[K+]. Product: [F:11][C:10]([F:13])([F:12])[C:4]1[CH:5]=[C:6]([CH2:8][OH:9])[CH:7]=[C:2]([C:20]2[CH:21]=[N:22][C:23]([C:26]([F:29])([F:28])[F:27])=[N:24][CH:25]=2)[N:3]=1. The catalyst class is: 75.